Dataset: Ames mutagenicity test results for genotoxicity prediction. Task: Regression/Classification. Given a drug SMILES string, predict its toxicity properties. Task type varies by dataset: regression for continuous values (e.g., LD50, hERG inhibition percentage) or binary classification for toxic/non-toxic outcomes (e.g., AMES mutagenicity, cardiotoxicity, hepatotoxicity). Dataset: ames. (1) The drug is Oc1c(Cl)cc(Cl)cc1Cl. The result is 0 (non-mutagenic). (2) The compound is Nc1ccc(N)c2c1C(=O)c1c(N)ccc(N)c1C2=O. The result is 1 (mutagenic).